Dataset: Forward reaction prediction with 1.9M reactions from USPTO patents (1976-2016). Task: Predict the product of the given reaction. Given the reactants N1C=CN=C1.[I:6]I.C1(P(C2C=CC=CC=2)C2C=CC=CC=2)C=CC=CC=1.[O:27]([CH2:45][C@H:46]([CH3:49])[CH2:47]O)[Si:28]([C:41]([CH3:44])([CH3:43])[CH3:42])([C:35]1[CH:40]=[CH:39][CH:38]=[CH:37][CH:36]=1)[C:29]1[CH:34]=[CH:33][CH:32]=[CH:31][CH:30]=1, predict the reaction product. The product is: [O:27]([CH2:45][C@H:46]([CH3:49])[CH2:47][I:6])[Si:28]([C:41]([CH3:44])([CH3:43])[CH3:42])([C:35]1[CH:40]=[CH:39][CH:38]=[CH:37][CH:36]=1)[C:29]1[CH:34]=[CH:33][CH:32]=[CH:31][CH:30]=1.